From a dataset of Blood-brain barrier penetration binary classification data from Martins et al.. Regression/Classification. Given a drug SMILES string, predict its absorption, distribution, metabolism, or excretion properties. Task type varies by dataset: regression for continuous measurements (e.g., permeability, clearance, half-life) or binary classification for categorical outcomes (e.g., BBB penetration, CYP inhibition). Dataset: bbb_martins. (1) The molecule is CNC(=O)Oc1ccc2c(c1)[C@]1(C)CCN(C)[C@@H]1N2C. The result is 1 (penetrates BBB). (2) The compound is CC(CCc1ccccc1)NC(C)C(O)c1ccc(O)cc1. The result is 0 (does not penetrate BBB). (3) The compound is CCC[C@@H]1O[C@@H]2C[C@H]3[C@@H]4C[C@H](F)C5=CC(=O)CC[C@]5(C)[C@@]4(F)[C@@H](O)C[C@]3(C)[C@]2(C(=O)CO)O1. The result is 1 (penetrates BBB). (4) The molecule is COc1cc2c(cc1OC)C(c1cccc(Cl)c1)=NN=C(C)C2. The result is 1 (penetrates BBB). (5) The molecule is CN1Cc2c(-c3noc([C@](C)(O)CO)n3)ncn2-c2cccc(Cl)c2C1=O. The result is 0 (does not penetrate BBB). (6) The molecule is NC(=O)OCCCc1ccccc1. The result is 1 (penetrates BBB). (7) The molecule is Cc1nnc(SCC2=C(C(=O)[O-])N3C(=O)[C@@H](NC(=O)Cn4cnnn4)[C@H]3SC2)s1.[Na+]. The result is 0 (does not penetrate BBB).